From a dataset of Forward reaction prediction with 1.9M reactions from USPTO patents (1976-2016). Predict the product of the given reaction. (1) Given the reactants [Br:1][C:2]1[CH:3]=[C:4]([S:9]([CH2:12][C:13]2[CH:18]=[CH:17][C:16]([C:19]([OH:28])([C:24]([F:27])([F:26])[F:25])[C:20]([F:23])([F:22])[F:21])=[CH:15][CH:14]=2)(=[O:11])=[O:10])[CH:5]=[CH:6][C:7]=1[F:8].Br[CH2:30][C:31]1[C:36]([F:37])=[CH:35][CH:34]=[CH:33][C:32]=1[F:38].C(=O)([O-])[O-].[K+].[K+].O, predict the reaction product. The product is: [Br:1][C:2]1[CH:3]=[C:4]([S:9]([CH2:12][C:13]2[CH:18]=[CH:17][C:16]([C:19]([O:28][CH2:30][C:31]3[C:36]([F:37])=[CH:35][CH:34]=[CH:33][C:32]=3[F:38])([C:20]([F:21])([F:23])[F:22])[C:24]([F:27])([F:25])[F:26])=[CH:15][CH:14]=2)(=[O:11])=[O:10])[CH:5]=[CH:6][C:7]=1[F:8]. (2) Given the reactants [Cl:1][C:2]1[CH:11]=[C:10]([S:12][CH3:13])[CH:9]=[CH:8][C:3]=1[C:4]([NH:6][NH2:7])=[O:5].[CH3:14][C@@H:15]([CH2:23][CH2:24][CH3:25])[CH:16]([CH2:19][C:20](=O)[CH3:21])[CH:17]=O.Cl.C(=O)(O)[O-].[Na+], predict the reaction product. The product is: [Cl:1][C:2]1[CH:11]=[C:10]([S:12][CH3:13])[CH:9]=[CH:8][C:3]=1[C:4]([NH:6][N:7]1[CH:14]=[C:15]([C@@H:16]([CH3:17])[CH2:19][CH2:20][CH3:21])[CH:23]=[C:24]1[CH3:25])=[O:5]. (3) Given the reactants [C:1]([NH2:9])(=[O:8])[C:2]1[CH:7]=[CH:6][CH:5]=[CH:4][CH:3]=1.Br[CH:11]([CH3:21])[C:12]([C:14]1[CH:19]=[CH:18][C:17]([Br:20])=[CH:16][CH:15]=1)=O, predict the reaction product. The product is: [Br:20][C:17]1[CH:18]=[CH:19][C:14]([C:12]2[N:9]=[C:1]([C:2]3[CH:7]=[CH:6][CH:5]=[CH:4][CH:3]=3)[O:8][C:11]=2[CH3:21])=[CH:15][CH:16]=1. (4) The product is: [NH2:1][C:2]1[CH:3]=[C:4]([CH:5]=[C:6]([C:8]([F:9])([F:10])[F:11])[CH:7]=1)[O:12][C:20]1[CH:25]=[CH:24][C:23]([N+:26]([O-:28])=[O:27])=[CH:22][C:21]=1[C:29]#[C:30][CH2:31][NH:32][C:33](=[O:39])[O:34][C:35]([CH3:37])([CH3:36])[CH3:38]. Given the reactants [NH2:1][C:2]1[CH:3]=[C:4]([OH:12])[CH:5]=[C:6]([C:8]([F:11])([F:10])[F:9])[CH:7]=1.C([O-])([O-])=O.[K+].[K+].F[C:20]1[CH:25]=[CH:24][C:23]([N+:26]([O-:28])=[O:27])=[CH:22][C:21]=1[C:29]#[C:30][CH2:31][NH:32][C:33](=[O:39])[O:34][C:35]([CH3:38])([CH3:37])[CH3:36], predict the reaction product. (5) Given the reactants [H-].[Na+].[CH3:3][N:4]([CH2:8][CH2:9]Cl)[CH2:5][CH2:6]Cl.Cl.[Br:12][C:13]1[CH:18]=[CH:17][C:16]([CH2:19][C:20]#[N:21])=[CH:15][CH:14]=1, predict the reaction product. The product is: [Br:12][C:13]1[CH:18]=[CH:17][C:16]([C:19]2([C:20]#[N:21])[CH2:9][CH2:8][N:4]([CH3:3])[CH2:5][CH2:6]2)=[CH:15][CH:14]=1. (6) Given the reactants [F:1][C:2]([F:6])([F:5])[CH2:3][OH:4].C(N(CC)CC)C.[F:14][C:15]([F:28])([F:27])[S:16](O[S:16]([C:15]([F:28])([F:27])[F:14])(=[O:18])=[O:17])(=[O:18])=[O:17], predict the reaction product. The product is: [F:14][C:15]([F:28])([F:27])[S:16]([O:4][CH2:3][C:2]([F:6])([F:5])[F:1])(=[O:18])=[O:17]. (7) Given the reactants [NH2:1][C:2]1[CH:3]=[C:4]([NH:9][C:10]2[CH:11]=[C:12]3[C:16](=[CH:17][CH:18]=2)[C:15](=[O:19])[C:14]([CH3:21])([CH3:20])[CH2:13]3)[CH:5]=[CH:6][C:7]=1[CH3:8].[CH:22]1([CH2:25][C:26](O)=[O:27])[CH2:24][CH2:23]1, predict the reaction product. The product is: [CH:22]1([CH2:25][C:26]([NH:1][C:2]2[CH:3]=[C:4]([NH:9][C:10]3[CH:11]=[C:12]4[C:16](=[CH:17][CH:18]=3)[C:15](=[O:19])[C:14]([CH3:21])([CH3:20])[CH2:13]4)[CH:5]=[CH:6][C:7]=2[CH3:8])=[O:27])[CH2:24][CH2:23]1.